This data is from Full USPTO retrosynthesis dataset with 1.9M reactions from patents (1976-2016). The task is: Predict the reactants needed to synthesize the given product. (1) Given the product [Cl:17][C:18]1[CH:47]=[CH:46][C:21]2[N:22]([CH2:39][CH:43]3[CH2:12][O:13][CH2:42]3)[C:23]([CH2:25][N:26]3[C:30]4=[CH:31][N:32]=[CH:33][CH:34]=[C:29]4[C:28]([S:35]([CH3:38])(=[O:37])=[O:36])=[N:27]3)=[N:24][C:20]=2[CH:19]=1, predict the reactants needed to synthesize it. The reactants are: ClC1C=CC2N(C3C[O:13][CH2:12]3)C(CCl)=NC=2C=1.[Cl:17][C:18]1[CH:47]=[CH:46][C:21]2[N:22]([C@@H:39]3[CH2:43][CH2:42]S(=O)(=O)C3)[C:23]([CH2:25][N:26]3[C:30]4=[CH:31][N:32]=[CH:33][CH:34]=[C:29]4[C:28]([S:35]([CH3:38])(=[O:37])=[O:36])=[N:27]3)=[N:24][C:20]=2[CH:19]=1.CS(C1C2C(=CN=CC=2)NN=1)(=O)=O. (2) The reactants are: Br[C:2]1[C:3]([CH3:9])=[N:4][C:5]([CH3:8])=[CH:6][CH:7]=1.[CH3:10][C:11]1([CH3:27])[C:15]([CH3:17])([CH3:16])[O:14][B:13]([B:13]2[O:14][C:15]([CH3:17])([CH3:16])[C:11]([CH3:27])([CH3:10])[O:12]2)[O:12]1.C([O-])(=O)C.[K+].C1(P(C2CCCCC2)C2C=CC=CC=2C2C(OC)=CC=CC=2OC)CCCCC1. Given the product [CH3:9][C:3]1[C:2]([B:13]2[O:14][C:15]([CH3:17])([CH3:16])[C:11]([CH3:27])([CH3:10])[O:12]2)=[CH:7][CH:6]=[C:5]([CH3:8])[N:4]=1, predict the reactants needed to synthesize it. (3) Given the product [CH3:53][O:52][C:50](=[O:51])[CH2:49][O:14][C:11]1[CH:10]=[CH:9][C:8]([N:7]([CH2:6][C:5]2[CH:39]=[CH:40][CH:41]=[C:3]([C:1]#[N:2])[CH:4]=2)[CH:18]2[CH2:23][CH2:22][N:21]([CH:24]([CH3:38])[CH2:25][CH2:26][NH:27][C:28]([C:30]3[C:31]([CH3:37])=[N:32][CH:33]=[N:34][C:35]=3[CH3:36])=[O:29])[CH2:20][CH2:19]2)=[CH:13][CH:12]=1, predict the reactants needed to synthesize it. The reactants are: [C:1]([C:3]1[CH:4]=[C:5]([CH:39]=[CH:40][CH:41]=1)[CH2:6][N:7]([CH:18]1[CH2:23][CH2:22][N:21]([CH:24]([CH3:38])[CH2:25][CH2:26][NH:27][C:28]([C:30]2[C:31]([CH3:37])=[N:32][CH:33]=[N:34][C:35]=2[CH3:36])=[O:29])[CH2:20][CH2:19]1)[C:8]1[CH:13]=[CH:12][C:11]([O:14]C(=O)C)=[CH:10][CH:9]=1)#[N:2].C([O-])([O-])=O.[K+].[K+].Br[CH2:49][C:50]([O:52][CH3:53])=[O:51]. (4) The reactants are: Br[CH2:2][C:3]([C:5]1[CH:10]=[CH:9][C:8]([N:11]([CH2:14][CH3:15])[CH2:12][CH3:13])=[CH:7][CH:6]=1)=O.[NH2:16][N:17]1[C:21]([C:22]2[CH:27]=[CH:26][CH:25]=[CH:24][C:23]=2[O:28][CH3:29])=[N:20][N:19]=[C:18]1[SH:30]. Given the product [CH2:12]([N:11]([CH2:14][CH3:15])[C:8]1[CH:9]=[CH:10][C:5]([C:3]2[CH2:2][S:30][C:18]3=[N:19][N:20]=[C:21]([C:22]4[CH:27]=[CH:26][CH:25]=[CH:24][C:23]=4[O:28][CH3:29])[N:17]3[N:16]=2)=[CH:6][CH:7]=1)[CH3:13], predict the reactants needed to synthesize it. (5) Given the product [CH3:15][C:13]1[O:12][N:11]=[C:10]([C:7]2[CH:8]=[CH:9][C:4]([CH2:3][NH:2][C:55](=[O:56])[C:54]3[CH:58]=[CH:59][CH:60]=[C:52]([O:51][C:50]([F:49])([F:61])[F:62])[CH:53]=3)=[C:5]([NH:16][CH2:17][C:18]([O:20][CH2:21][C:22]3[CH:23]=[CH:24][CH:25]=[CH:26][CH:27]=3)=[O:19])[CH:6]=2)[N:14]=1, predict the reactants needed to synthesize it. The reactants are: Cl.[NH2:2][CH2:3][C:4]1[CH:9]=[CH:8][C:7]([C:10]2[N:14]=[C:13]([CH3:15])[O:12][N:11]=2)=[CH:6][C:5]=1[NH:16][CH2:17][C:18]([O:20][CH2:21][C:22]1[CH:27]=[CH:26][CH:25]=[CH:24][CH:23]=1)=[O:19].C1C=NC2N(O)N=NC=2C=1.CCN=C=NCCCN(C)C.[F:49][C:50]([F:62])([F:61])[O:51][C:52]1[CH:53]=[C:54]([CH:58]=[CH:59][CH:60]=1)[C:55](O)=[O:56]. (6) Given the product [Br:1][C:2]1[CH:3]=[CH:4][C:5]([C:8]([CH3:19])([CH2:14][OH:15])[CH2:9][OH:10])=[CH:6][CH:7]=1, predict the reactants needed to synthesize it. The reactants are: [Br:1][C:2]1[CH:7]=[CH:6][C:5]([C:8]([CH3:19])([C:14](OCC)=[O:15])[C:9](OCC)=[O:10])=[CH:4][CH:3]=1.[H-].[Al+3].[Li+].[H-].[H-].[H-]. (7) Given the product [SH:2][C:5]1[CH:14]=[C:13]([Cl:15])[CH:12]=[CH:11][C:6]=1[C:7]([O:9][CH3:10])=[O:8], predict the reactants needed to synthesize it. The reactants are: Cl[S:2]([C:5]1[CH:14]=[C:13]([Cl:15])[CH:12]=[CH:11][C:6]=1[C:7]([O:9][CH3:10])=[O:8])(=O)=O. (8) Given the product [OH:19][CH:10]1[C:11]2=[N:12][CH:13]=[CH:14][CH:15]=[C:16]2[C:17](=[O:18])[N:9]1[C:7]1[CH:6]=[N:5][N:4]([CH2:3][C:2]([F:21])([F:20])[F:1])[CH:8]=1, predict the reactants needed to synthesize it. The reactants are: [F:1][C:2]([F:21])([F:20])[CH2:3][N:4]1[CH:8]=[C:7]([N:9]2[C:17](=[O:18])[C:16]3[C:11](=[N:12][CH:13]=[CH:14][CH:15]=3)[C:10]2=[O:19])[CH:6]=[N:5]1. (9) Given the product [C:1]([C:5]1[CH:6]=[CH:7][C:8]([CH2:11][CH2:12][CH2:13][CH2:14][Cl:15])=[CH:9][CH:10]=1)([CH3:4])([CH3:2])[CH3:3], predict the reactants needed to synthesize it. The reactants are: [C:1]([C:5]1[CH:10]=[CH:9][C:8]([C:11](=O)[CH2:12][CH2:13][CH2:14][Cl:15])=[CH:7][CH:6]=1)([CH3:4])([CH3:3])[CH3:2].C([SiH](CC)CC)C.C(O)(C(F)(F)F)=O.